Dataset: Reaction yield outcomes from USPTO patents with 853,638 reactions. Task: Predict the reaction yield, written as a fraction of the theoretical maximum amount of product (1.0 means a 100% yield; for example, 0.34 means a 34% yield). No catalyst specified. The yield is 0.370. The product is [CH3:13][O:12][C:11]1[CH:10]=[C:9]([CH3:14])[C:8]2[NH:7][C:6](=[O:15])[C:5]3[S:16][CH:17]=[CH:18][C:4]=3[C:3]=2[C:2]=1[C:27]1[CH:32]=[CH:31][C:30]([CH2:33][CH2:34][C:35]#[N:36])=[CH:29][CH:28]=1. The reactants are Br[C:2]1[C:3]2[C:4]3[CH:18]=[CH:17][S:16][C:5]=3[C:6](=[O:15])[NH:7][C:8]=2[C:9]([CH3:14])=[CH:10][C:11]=1[O:12][CH3:13].CC1(C)C(C)(C)OB([C:27]2[CH:32]=[CH:31][C:30]([CH2:33][CH2:34][C:35]#[N:36])=[CH:29][CH:28]=2)O1.